This data is from NCI-60 drug combinations with 297,098 pairs across 59 cell lines. The task is: Regression. Given two drug SMILES strings and cell line genomic features, predict the synergy score measuring deviation from expected non-interaction effect. (1) Drug 1: C1CCN(CC1)CCOC2=CC=C(C=C2)C(=O)C3=C(SC4=C3C=CC(=C4)O)C5=CC=C(C=C5)O. Drug 2: CCC1(C2=C(COC1=O)C(=O)N3CC4=CC5=C(C=CC(=C5CN(C)C)O)N=C4C3=C2)O.Cl. Cell line: HOP-62. Synergy scores: CSS=43.9, Synergy_ZIP=1.83, Synergy_Bliss=-2.38, Synergy_Loewe=-38.5, Synergy_HSA=-6.59. (2) Drug 1: CCC1=CC2CC(C3=C(CN(C2)C1)C4=CC=CC=C4N3)(C5=C(C=C6C(=C5)C78CCN9C7C(C=CC9)(C(C(C8N6C)(C(=O)OC)O)OC(=O)C)CC)OC)C(=O)OC.C(C(C(=O)O)O)(C(=O)O)O. Synergy scores: CSS=81.2, Synergy_ZIP=-1.42, Synergy_Bliss=-1.01, Synergy_Loewe=-2.21, Synergy_HSA=2.05. Drug 2: CCC1(CC2CC(C3=C(CCN(C2)C1)C4=CC=CC=C4N3)(C5=C(C=C6C(=C5)C78CCN9C7C(C=CC9)(C(C(C8N6C)(C(=O)OC)O)OC(=O)C)CC)OC)C(=O)OC)O.OS(=O)(=O)O. Cell line: SF-539. (3) Drug 1: COC1=C(C=C2C(=C1)N=CN=C2NC3=CC(=C(C=C3)F)Cl)OCCCN4CCOCC4. Drug 2: C1=NC2=C(N=C(N=C2N1C3C(C(C(O3)CO)O)O)F)N. Cell line: SF-539. Synergy scores: CSS=10.2, Synergy_ZIP=-3.10, Synergy_Bliss=1.21, Synergy_Loewe=-0.0881, Synergy_HSA=1.49. (4) Drug 1: CC(CN1CC(=O)NC(=O)C1)N2CC(=O)NC(=O)C2. Drug 2: CCN(CC)CCCC(C)NC1=C2C=C(C=CC2=NC3=C1C=CC(=C3)Cl)OC. Cell line: DU-145. Synergy scores: CSS=32.3, Synergy_ZIP=-11.6, Synergy_Bliss=0.718, Synergy_Loewe=-0.878, Synergy_HSA=2.45. (5) Drug 1: CN(C)C1=NC(=NC(=N1)N(C)C)N(C)C. Drug 2: C1CN(P(=O)(OC1)NCCCl)CCCl. Cell line: UACC-257. Synergy scores: CSS=-6.46, Synergy_ZIP=2.13, Synergy_Bliss=-1.48, Synergy_Loewe=-6.41, Synergy_HSA=-6.55. (6) Cell line: U251. Drug 1: CS(=O)(=O)C1=CC(=C(C=C1)C(=O)NC2=CC(=C(C=C2)Cl)C3=CC=CC=N3)Cl. Synergy scores: CSS=-1.49, Synergy_ZIP=-3.58, Synergy_Bliss=-7.91, Synergy_Loewe=-7.50, Synergy_HSA=-6.72. Drug 2: CC12CCC3C(C1CCC2OP(=O)(O)O)CCC4=C3C=CC(=C4)OC(=O)N(CCCl)CCCl.[Na+].